The task is: Predict the reactants needed to synthesize the given product.. This data is from Full USPTO retrosynthesis dataset with 1.9M reactions from patents (1976-2016). (1) Given the product [CH3:15][N:3]1[C:4](=[O:14])[CH:5]=[C:6]([C:8]2[CH:13]=[CH:12][N:11]=[CH:10][N:9]=2)[N:7]=[C:2]1[N:31]1[CH2:32][CH2:33][O:34][C@@H:29]([C:26]2[CH:27]=[CH:28][C:23]([C:21]3[O:20][N:19]=[C:18]([CH3:17])[N:22]=3)=[CH:24][CH:25]=2)[CH2:30]1, predict the reactants needed to synthesize it. The reactants are: Cl[C:2]1[N:3]([CH3:15])[C:4](=[O:14])[CH:5]=[C:6]([C:8]2[CH:13]=[CH:12][N:11]=[CH:10][N:9]=2)[N:7]=1.Cl.[CH3:17][C:18]1[N:22]=[C:21]([C:23]2[CH:28]=[CH:27][C:26]([C@@H:29]3[O:34][CH2:33][CH2:32][NH:31][CH2:30]3)=[CH:25][CH:24]=2)[O:20][N:19]=1.C(N(CC)CC)C. (2) Given the product [Br:1][C:2]1[CH:3]=[N:4][CH:5]=[C:6]([CH:10]=1)[C:7]([N:19]([O:14][CH3:13])[CH3:18])=[O:8], predict the reactants needed to synthesize it. The reactants are: [Br:1][C:2]1[CH:3]=[N:4][CH:5]=[C:6]([CH:10]=1)[C:7](O)=[O:8].C(Cl)([C:13](Cl)=[O:14])=O.C[CH2:18][N:19](CC)CC.O. (3) Given the product [F:1][C:2]1[CH:19]=[CH:18][C:5]([CH2:6][CH2:7][CH:8]2[CH2:9][CH:10]([C:11]([O:13][CH3:14])=[O:12])[CH2:15][CH2:16][NH:17]2)=[CH:4][CH:3]=1, predict the reactants needed to synthesize it. The reactants are: [F:1][C:2]1[CH:19]=[CH:18][C:5]([CH2:6][CH2:7][C:8]2[CH:9]=[C:10]([CH:15]=[CH:16][N:17]=2)[C:11]([O:13][CH3:14])=[O:12])=[CH:4][CH:3]=1. (4) Given the product [Br:1][C:2]1[CH:3]=[C:4]([CH:8]([CH2:23][CH:24]([CH3:26])[CH3:25])[C:9]([OH:11])=[O:10])[CH:5]=[CH:6][CH:7]=1, predict the reactants needed to synthesize it. The reactants are: [Br:1][C:2]1[CH:3]=[C:4]([CH2:8][C:9]([OH:11])=[O:10])[CH:5]=[CH:6][CH:7]=1.C[Si]([N-][Si](C)(C)C)(C)C.[Na+].I[CH2:23][CH:24]([CH3:26])[CH3:25].C(Cl)Cl. (5) Given the product [CH3:29][N:30]([CH3:31])[C:6]1[C:5]2[C:10](=[CH:11][C:2]([Cl:1])=[C:3]([N:23]3[CH2:24][CH2:25][CH2:26][CH2:27][CH2:28]3)[CH:4]=2)[N:9]=[C:8]([N:12]2[CH:16]=[C:15]([C:17]([OH:19])=[O:18])[CH:14]=[N:13]2)[N:7]=1, predict the reactants needed to synthesize it. The reactants are: [Cl:1][C:2]1[CH:11]=[C:10]2[C:5]([C:6](=O)[NH:7][C:8]([N:12]3[CH:16]=[C:15]([C:17]([O:19]CC)=[O:18])[CH:14]=[N:13]3)=[N:9]2)=[CH:4][C:3]=1[N:23]1[CH2:28][CH2:27][CH2:26][CH2:25][CH2:24]1.[CH3:29][NH:30][CH3:31]. (6) The reactants are: Br[C:2]1[CH:3]=[N:4][CH:5]=[C:6]2[C:11]=1[N:10]=[C:9]([C:12]([NH:14][CH2:15][CH2:16][O:17][CH3:18])=[O:13])[CH:8]=[CH:7]2.[N:19]1[CH:24]=[CH:23][CH:22]=[C:21](B(O)O)[CH:20]=1.C(=O)([O-])[O-].[Cs+].[Cs+]. Given the product [CH3:18][O:17][CH2:16][CH2:15][NH:14][C:12]([C:9]1[CH:8]=[CH:7][C:6]2[C:11](=[C:2]([C:21]3[CH:20]=[N:19][CH:24]=[CH:23][CH:22]=3)[CH:3]=[N:4][CH:5]=2)[N:10]=1)=[O:13], predict the reactants needed to synthesize it. (7) Given the product [C:1]([NH:4][C:5]1[CH:10]=[CH:9][C:8]([N+:11]([O-:13])=[O:12])=[CH:7][C:6]=1[O:14][CH2:26][CH3:27])(=[O:3])[CH3:2], predict the reactants needed to synthesize it. The reactants are: [C:1]([NH:4][C:5]1[CH:10]=[CH:9][C:8]([N+:11]([O-:13])=[O:12])=[CH:7][C:6]=1[OH:14])(=[O:3])[CH3:2].C(=O)([O-])[O-].[K+].[K+].CN(C)C=O.[CH2:26](Br)[CH3:27].